Dataset: Full USPTO retrosynthesis dataset with 1.9M reactions from patents (1976-2016). Task: Predict the reactants needed to synthesize the given product. (1) Given the product [F:27][C:25]1[CH:24]=[C:23]([C:2]2[CH:7]=[C:6]([F:8])[CH:5]=[CH:4][C:3]=2[N+:9]([O-:11])=[O:10])[C:18]([C:19]([O:21][CH3:22])=[O:20])=[CH:17][CH:26]=1, predict the reactants needed to synthesize it. The reactants are: Br[C:2]1[CH:7]=[C:6]([F:8])[CH:5]=[CH:4][C:3]=1[N+:9]([O-:11])=[O:10].CS(C)=O.Br[C:17]1[CH:26]=[C:25]([F:27])[CH:24]=[CH:23][C:18]=1[C:19]([O:21][CH3:22])=[O:20]. (2) Given the product [C:26]([N:29]1[CH2:30][CH2:31][N:32]([C:35]2[N:40]=[CH:39][C:38]([NH:41][C:18]3[N:17]=[C:16]([C:15]4[S:14][C:13]([NH:23][CH2:24][CH3:25])=[N:12][C:11]=4[C:5]4[CH:4]=[C:3]([O:2][CH3:1])[CH:8]=[C:7]([O:9][CH3:10])[CH:6]=4)[CH:21]=[CH:20][N:19]=3)=[CH:37][CH:36]=2)[CH2:33][CH2:34]1)(=[O:28])[CH3:27], predict the reactants needed to synthesize it. The reactants are: [CH3:1][O:2][C:3]1[CH:4]=[C:5]([C:11]2[N:12]=[C:13]([NH:23][CH2:24][CH3:25])[S:14][C:15]=2[C:16]2[CH:21]=[CH:20][N:19]=[C:18](Cl)[N:17]=2)[CH:6]=[C:7]([O:9][CH3:10])[CH:8]=1.[C:26]([N:29]1[CH2:34][CH2:33][N:32]([C:35]2[N:40]=[CH:39][C:38]([NH2:41])=[CH:37][CH:36]=2)[CH2:31][CH2:30]1)(=[O:28])[CH3:27].CC(O)C.Cl. (3) Given the product [CH3:54][C:53]([CH3:56])([CH3:55])[C:52]([NH:51][C:34]1[C:33]([CH:31]=[CH:14][CH2:15][C:16]([OH:17])=[O:5])=[CH:38][CH:37]=[C:36]([O:39][CH2:40][CH2:41][CH2:42][CH2:43][O:44][CH:45]2[CH2:50][CH2:49][CH2:48][CH2:47][O:46]2)[N:35]=1)=[O:57], predict the reactants needed to synthesize it. The reactants are: [H-].[Na+].CS(C)=[O:5].C1(P(C2C=CC=CC=2)(C2C=CC=CC=2)=[CH:14][CH2:15][C:16](Br)=[O:17])C=CC=CC=1.[CH:31]([C:33]1[C:34]([NH:51][C:52](=[O:57])[C:53]([CH3:56])([CH3:55])[CH3:54])=[N:35][C:36]([O:39][CH2:40][CH2:41][CH2:42][CH2:43][O:44][CH:45]2[CH2:50][CH2:49][CH2:48][CH2:47][O:46]2)=[CH:37][CH:38]=1)=O.